From a dataset of Forward reaction prediction with 1.9M reactions from USPTO patents (1976-2016). Predict the product of the given reaction. (1) The product is: [F:3][C:4]1[CH:5]=[CH:6][CH:7]=[C:8]2[C:12]=1[N:11]([NH2:15])[CH:10]=[C:9]2[CH3:13]. Given the reactants [H-].[Na+].[F:3][C:4]1[CH:5]=[CH:6][CH:7]=[C:8]2[C:12]=1[NH:11][CH:10]=[C:9]2[CH3:13].C[N:15](C=O)C, predict the reaction product. (2) The product is: [OH:3][CH2:4][CH:5]1[CH2:9][CH2:8][N:7]([C:10]2[N:15]=[C:14]([C:16]([NH:18][C:19]3[C:20]([CH3:30])=[CH:21][C:22]([C:23]([OH:25])=[O:24])=[CH:27][C:28]=3[CH3:29])=[O:17])[C:13]([CH3:31])=[CH:12][CH:11]=2)[CH2:6]1. Given the reactants [OH-].[Na+].[OH:3][CH2:4][CH:5]1[CH2:9][CH2:8][N:7]([C:10]2[N:15]=[C:14]([C:16]([NH:18][C:19]3[C:28]([CH3:29])=[CH:27][C:22]([C:23]([O:25]C)=[O:24])=[CH:21][C:20]=3[CH3:30])=[O:17])[C:13]([CH3:31])=[CH:12][CH:11]=2)[CH2:6]1.CO, predict the reaction product. (3) Given the reactants Cl[C:2]1[N:7]=[C:6]([NH2:8])[C:5]([CH3:9])=[CH:4][N:3]=1.[CH3:10][N:11]1[CH2:16][CH2:15][N:14]([C:17]2[CH:22]=[CH:21][C:20]([NH2:23])=[CH:19][CH:18]=2)[CH2:13][CH2:12]1, predict the reaction product. The product is: [CH3:9][C:5]1[C:6]([NH2:8])=[N:7][C:2]([NH:23][C:20]2[CH:19]=[CH:18][C:17]([N:14]3[CH2:13][CH2:12][N:11]([CH3:10])[CH2:16][CH2:15]3)=[CH:22][CH:21]=2)=[N:3][CH:4]=1. (4) Given the reactants CN(C)C=O.[CH2:6]([O:10][CH2:11][C:12]([N:14]1[CH2:22][C:21]2[CH:20]=[N:19][C:18]([NH:23][CH:24]3[CH2:32][C:31]4[C:26](=[CH:27][CH:28]=[CH:29][CH:30]=4)[CH2:25]3)=[N:17][C:16]=2[CH2:15]1)=[O:13])[CH2:7][C:8]#[CH:9].[Na].O=C1O[C@H]([C@H](CO)O)C(O)=C1O.[N:46]([Si](C)(C)C)=[N+:47]=[N-:48], predict the reaction product. The product is: [CH2:25]1[C:26]2[C:31](=[CH:30][CH:29]=[CH:28][CH:27]=2)[CH2:32][CH:24]1[NH:23][C:18]1[N:19]=[CH:20][C:21]2[CH2:22][N:14]([C:12](=[O:13])[CH2:11][O:10][CH2:6][CH2:7][C:8]3[N:46]=[N:47][NH:48][CH:9]=3)[CH2:15][C:16]=2[N:17]=1.